Dataset: Peptide-MHC class I binding affinity with 185,985 pairs from IEDB/IMGT. Task: Regression. Given a peptide amino acid sequence and an MHC pseudo amino acid sequence, predict their binding affinity value. This is MHC class I binding data. (1) The peptide sequence is KVFFGPIYY. The MHC is HLA-B15:17 with pseudo-sequence HLA-B15:17. The binding affinity (normalized) is 0.714. (2) The peptide sequence is AYIDNYNKF. The MHC is HLA-B15:01 with pseudo-sequence HLA-B15:01. The binding affinity (normalized) is 0.138.